Dataset: Full USPTO retrosynthesis dataset with 1.9M reactions from patents (1976-2016). Task: Predict the reactants needed to synthesize the given product. Given the product [CH2:1]([O:3][C:4](=[O:39])[C:5]1[CH:10]=[CH:9][C:8]([N:11]2[CH:15]=[C:14]([C:16]3[CH:21]=[CH:20][C:19]([Cl:22])=[CH:18][C:17]=3[Cl:23])[N:13]=[C:12]2/[CH:24]=[CH:25]/[C:26]2[CH:31]=[CH:30][C:29]([C:32]3[CH:37]=[CH:36][CH:35]=[C:34]([NH:38][S:41]([CH3:40])(=[O:43])=[O:42])[CH:33]=3)=[CH:28][CH:27]=2)=[CH:7][CH:6]=1)[CH3:2], predict the reactants needed to synthesize it. The reactants are: [CH2:1]([O:3][C:4](=[O:39])[C:5]1[CH:10]=[CH:9][C:8]([N:11]2[CH:15]=[C:14]([C:16]3[CH:21]=[CH:20][C:19]([Cl:22])=[CH:18][C:17]=3[Cl:23])[N:13]=[C:12]2/[CH:24]=[CH:25]/[C:26]2[CH:31]=[CH:30][C:29]([C:32]3[CH:37]=[CH:36][CH:35]=[C:34]([NH2:38])[CH:33]=3)=[CH:28][CH:27]=2)=[CH:7][CH:6]=1)[CH3:2].[CH3:40][S:41](Cl)(=[O:43])=[O:42].